This data is from Forward reaction prediction with 1.9M reactions from USPTO patents (1976-2016). The task is: Predict the product of the given reaction. (1) Given the reactants C[O:2][C:3](=[O:29])/[CH:4]=[CH:5]/[C:6]1[CH:7]=[C:8]2[C:25](=[CH:26][CH:27]=1)[O:24][C:11]1([CH2:16][CH2:15][N:14]([C:17](OC(C)(C)C)=O)[CH2:13][CH2:12]1)[CH2:10][C:9]2=[O:28].C([O-])([O-])=O.[K+].[K+].[CH:36]1(Br)[CH2:40]C[CH2:38][CH2:37]1, predict the reaction product. The product is: [CH:17]1([N:14]2[CH2:15][CH2:16][C:11]3([CH2:10][C:9](=[O:28])[C:8]4[C:25](=[CH:26][CH:27]=[C:6](/[CH:5]=[CH:4]/[C:3]([OH:2])=[O:29])[CH:7]=4)[O:24]3)[CH2:12][CH2:13]2)[CH2:38][CH2:37][CH2:36][CH2:40]1. (2) Given the reactants C([NH:18][C@H:19]([C:34]([OH:36])=[O:35])[CH2:20][CH2:21][CH2:22][NH:23][C:24]([O:26][CH2:27][C:28]1[CH:33]=[CH:32][CH:31]=[CH:30][CH:29]=1)=[O:25])(OCC1C2C(=CC=CC=2)C2C1=CC=CC=2)=O.C(NCC)C, predict the reaction product. The product is: [C:24]([NH:23][CH2:22][CH2:21][CH2:20][C@@H:19]([C:34]([OH:36])=[O:35])[NH2:18])([O:26][CH2:27][C:28]1[CH:33]=[CH:32][CH:31]=[CH:30][CH:29]=1)=[O:25].